From a dataset of Full USPTO retrosynthesis dataset with 1.9M reactions from patents (1976-2016). Predict the reactants needed to synthesize the given product. (1) Given the product [CH2:21]([O:28][C:29]1[CH:34]=[CH:33][C:32]([C:35]([C:37]2[N:38]([CH3:42])[N:39]=[N:40][CH:41]=2)=[CH:15][C:16]([O:18][CH2:19][CH3:20])=[O:17])=[CH:31][CH:30]=1)[C:22]1[CH:23]=[CH:24][CH:25]=[CH:26][CH:27]=1, predict the reactants needed to synthesize it. The reactants are: C[Si]([N-][Si](C)(C)C)(C)C.[Li+].C[Si]([CH2:15][C:16]([O:18][CH2:19][CH3:20])=[O:17])(C)C.[CH2:21]([O:28][C:29]1[CH:34]=[CH:33][C:32]([C:35]([C:37]2[N:38]([CH3:42])[N:39]=[N:40][CH:41]=2)=O)=[CH:31][CH:30]=1)[C:22]1[CH:27]=[CH:26][CH:25]=[CH:24][CH:23]=1. (2) Given the product [CH:1]1([N:8]=[N+:9]=[N-:10])[CH2:6][CH2:5][CH2:4][CH2:3][CH2:2]1, predict the reactants needed to synthesize it. The reactants are: [CH:1]1(Br)[CH2:6][CH2:5][CH2:4][CH2:3][CH2:2]1.[N-:8]=[N+:9]=[N-:10].[Na+].CS(C)=O. (3) Given the product [OH:6][C:4]1[C:13]2[C:8](=[CH:9][C:10]([C:14]([F:17])([F:16])[F:15])=[CH:11][CH:12]=2)[NH:7][C:2](=[O:1])[CH:3]=1, predict the reactants needed to synthesize it. The reactants are: [O:1]=[C:2]([NH:7][C:8]1[CH:13]=[CH:12][CH:11]=[C:10]([C:14]([F:17])([F:16])[F:15])[CH:9]=1)[CH2:3][C:4]([OH:6])=O. (4) Given the product [Cl:26][C:27]1[CH:32]=[C:31]([OH:33])[CH:30]=[C:29]([CH2:35][C:36]2[NH:37][N:7]=[N:6][N:5]=2)[CH:28]=1, predict the reactants needed to synthesize it. The reactants are: C[Si]([N:5]=[N+:6]=[N-:7])(C)C.CCCC[N+](CCCC)(CCCC)CCCC.[F-].[Cl:26][C:27]1[CH:28]=[C:29]([CH2:35][C:36]#[N:37])[CH:30]=[C:31]([O:33]C)[CH:32]=1.Cl.